Dataset: Full USPTO retrosynthesis dataset with 1.9M reactions from patents (1976-2016). Task: Predict the reactants needed to synthesize the given product. (1) Given the product [Cl:1][C:2]1[N:7]=[C:6]([C:8]([O:10][CH3:11])=[O:9])[C:5]([O:23][C:20]2[CH:21]=[N:22][C:17]([S:14]([CH3:13])(=[O:16])=[O:15])=[CH:18][CH:19]=2)=[CH:4][CH:3]=1, predict the reactants needed to synthesize it. The reactants are: [Cl:1][C:2]1[N:7]=[C:6]([C:8]([O:10][CH3:11])=[O:9])[C:5](F)=[CH:4][CH:3]=1.[CH3:13][S:14]([C:17]1[N:22]=[CH:21][C:20]([OH:23])=[CH:19][CH:18]=1)(=[O:16])=[O:15].C(=O)([O-])[O-].[K+].[K+]. (2) Given the product [Br:1][C:2]1[N:6]([CH3:7])[N:5]=[CH:4][C:3]=1[C:8]1[N:9]=[N:10][N:11]([CH3:15])[N:12]=1, predict the reactants needed to synthesize it. The reactants are: [Br:1][C:2]1[N:6]([CH3:7])[N:5]=[CH:4][C:3]=1[C:8]1[N:9]=[N:10][NH:11][N:12]=1.[OH-].[K+].[CH3:15]I.